From a dataset of Peptide-MHC class II binding affinity with 134,281 pairs from IEDB. Regression. Given a peptide amino acid sequence and an MHC pseudo amino acid sequence, predict their binding affinity value. This is MHC class II binding data. (1) The peptide sequence is DEINTIFSDYIPYVF. The MHC is DRB1_0405 with pseudo-sequence DRB1_0405. The binding affinity (normalized) is 0.232. (2) The peptide sequence is GFIGFCKSMGSKCVR. The MHC is DRB1_0301 with pseudo-sequence DRB1_0301. The binding affinity (normalized) is 0.0694. (3) The peptide sequence is RRTRRPMLAATAAST. The MHC is H-2-IAd with pseudo-sequence H-2-IAd. The binding affinity (normalized) is 0.673. (4) The peptide sequence is NGSAEVHRGAVPRRG. The MHC is DRB1_0301 with pseudo-sequence DRB1_0301. The binding affinity (normalized) is 0. (5) The peptide sequence is VWGQKYFKGNFERLA. The MHC is HLA-DQA10501-DQB10301 with pseudo-sequence HLA-DQA10501-DQB10301. The binding affinity (normalized) is 0.494. (6) The peptide sequence is PTSENNAHHVCWLEA. The MHC is HLA-DQA10501-DQB10302 with pseudo-sequence HLA-DQA10501-DQB10302. The binding affinity (normalized) is 0.397.